Dataset: Full USPTO retrosynthesis dataset with 1.9M reactions from patents (1976-2016). Task: Predict the reactants needed to synthesize the given product. (1) Given the product [Cl:1][C:2]1[C:3]([N:13]2[CH2:14][CH:15]([NH:28][C:30]([NH:50][S:47]([C:45]3[CH:59]=[CH:57][CH:42]=[CH:43][CH:44]=3)(=[O:49])=[O:48])=[O:40])[CH2:16]2)=[N:4][CH:5]=[C:6]([CH:7]=1)[C:8]([O:10][CH2:11][CH3:12])=[O:9], predict the reactants needed to synthesize it. The reactants are: [Cl:1][C:2]1[C:3]([N:13]2[CH2:16][CH:15](C(O)=O)[CH2:14]2)=[N:4][CH:5]=[C:6]([C:8]([O:10][CH2:11][CH3:12])=[O:9])[CH:7]=1.CCN=C=NCCC[N:28]([CH3:30])C.C1C=CC2N([OH:40])N=NC=2C=1.Cl[C:42]1S[C:45]([S:47]([NH2:50])(=[O:49])=[O:48])=[CH:44][CH:43]=1.CCN([CH:57]([CH3:59])C)C(C)C. (2) Given the product [Cl:12][C:8]1[CH:9]=[CH:10][CH:11]=[C:2]([CH:14]=[CH2:15])[C:3]=1[C:4]([O:6][CH3:7])=[O:5], predict the reactants needed to synthesize it. The reactants are: Br[C:2]1[CH:11]=[CH:10][CH:9]=[C:8]([Cl:12])[C:3]=1[C:4]([O:6][CH3:7])=[O:5].[B-](F)(F)(F)[CH:14]=[CH2:15].[K+].C(=O)([O-])[O-].[Na+].[Na+]. (3) Given the product [NH:8]([C:12]1[CH:13]=[CH:14][C:15]([C:16]([O:18][C:19]2[CH:39]=[CH:38][C:22]3[C@@H:23]([CH2:26][C:27]([NH:29][C@H:30]([C:35]([OH:37])=[O:36])[CH2:31][C:32]([OH:34])=[O:33])=[O:28])[CH2:24][O:25][C:21]=3[CH:20]=2)=[O:17])=[CH:40][CH:41]=1)[C:9]([NH2:11])=[NH:10], predict the reactants needed to synthesize it. The reactants are: FC(F)(F)C(O)=O.[NH:8]([C:12]1[CH:41]=[CH:40][C:15]([C:16]([O:18][C:19]2[CH:39]=[CH:38][C:22]3[C@@H:23]([CH2:26][C:27]([NH:29][C@H:30]([C:35]([OH:37])=[O:36])[CH2:31][C:32]([OH:34])=[O:33])=[O:28])[CH2:24][O:25][C:21]=3[CH:20]=2)=[O:17])=[CH:14][CH:13]=1)[C:9]([NH2:11])=[NH:10].C(#N)C. (4) Given the product [F:1][C:2]1[CH:3]=[C:4]([NH2:12])[C:5]2[CH:6]=[N:7][N:8]([CH3:11])[C:9]=2[CH:10]=1, predict the reactants needed to synthesize it. The reactants are: [F:1][C:2]1[CH:10]=[C:9]2[C:5]([CH:6]=[N:7][N:8]2[CH3:11])=[C:4]([NH:12]C(=O)OC(C)(C)C)[CH:3]=1.Cl. (5) The reactants are: [CH:1]1([S:7]([C:10]([C:13]2[CH:18]=[C:17]([N:19]3[CH2:24][CH2:23][O:22][CH2:21][C@@H:20]3[CH3:25])[N:16]=[C:15]([C:26]3[CH:31]=[CH:30][C:29]([NH:32][C:33](=O)[O:34]C4C=CC=CC=4)=[CH:28][CH:27]=3)[N:14]=2)([CH3:12])[CH3:11])(=[O:9])=[O:8])[CH2:6][CH2:5][CH2:4][CH2:3][CH2:2]1.C1(S(C[C:70]2[CH:69]=[C:68]([N:71]3CCOC[C@@H]3C)N=C(C3[CH:70]=[CH:69][C:68]([NH:71]C(=O)OC4C=CC=CC=4)=CC=3)N=2)(=O)=O)CCCCC1. Given the product [CH:1]1([S:7]([C:10]([C:13]2[CH:18]=[C:17]([N:19]3[CH2:24][CH2:23][O:22][CH2:21][C@@H:20]3[CH3:25])[N:16]=[C:15]([C:26]3[CH:27]=[CH:28][C:29]([NH:32][C:33]([NH:71][CH:68]4[CH2:70][CH2:69]4)=[O:34])=[CH:30][CH:31]=3)[N:14]=2)([CH3:11])[CH3:12])(=[O:8])=[O:9])[CH2:6][CH2:5][CH2:4][CH2:3][CH2:2]1, predict the reactants needed to synthesize it. (6) Given the product [CH2:1]([O:3][C:4]([N:6]1[C:15]2[C:10](=[N:11][C:12]([O:16][CH3:17])=[CH:13][CH:14]=2)[C@@H:9]([NH:18][C:19]2[N:24]=[C:23]([CH2:25][C:26]3[CH:27]=[C:28]([C:36]([F:37])([F:38])[F:39])[CH:29]=[C:30]([C:32]([F:35])([F:33])[F:34])[CH:31]=3)[C:22]([CH2:40][O:41][CH2:51][C:52]([OH:54])=[O:53])=[CH:21][N:20]=2)[CH2:8][C@H:7]1[CH2:42][CH3:43])=[O:5])[CH3:2], predict the reactants needed to synthesize it. The reactants are: [CH2:1]([O:3][C:4]([N:6]1[C:15]2[C:10](=[N:11][C:12]([O:16][CH3:17])=[CH:13][CH:14]=2)[C@@H:9]([NH:18][C:19]2[N:24]=[C:23]([CH2:25][C:26]3[CH:31]=[C:30]([C:32]([F:35])([F:34])[F:33])[CH:29]=[C:28]([C:36]([F:39])([F:38])[F:37])[CH:27]=3)[C:22]([CH2:40][OH:41])=[CH:21][N:20]=2)[CH2:8][C@H:7]1[CH2:42][CH3:43])=[O:5])[CH3:2].C(=O)([O-])[O-].[K+].[K+].Br[CH2:51][C:52]([O:54]CC)=[O:53]. (7) Given the product [C:1]([O:5][C:6]([NH:8][CH2:9][C:10]1[CH:11]=[N:12][C:13](/[CH:16]=[CH:17]\[CH:18]2[CH2:19][CH2:20][CH2:21][CH2:22][CH2:23]2)=[CH:14][CH:15]=1)=[O:7])([CH3:4])([CH3:2])[CH3:3], predict the reactants needed to synthesize it. The reactants are: [C:1]([O:5][C:6]([NH:8][CH2:9][C:10]1[CH:11]=[N:12][C:13]([C:16]#[C:17][CH:18]2[CH2:23][CH2:22][CH2:21][CH2:20][CH2:19]2)=[CH:14][CH:15]=1)=[O:7])([CH3:4])([CH3:3])[CH3:2].[H][H].